This data is from Reaction yield outcomes from USPTO patents with 853,638 reactions. The task is: Predict the reaction yield, written as a fraction of the theoretical maximum amount of product (1.0 means a 100% yield; for example, 0.34 means a 34% yield). (1) The reactants are [Cl:1][C:2]1[CH:10]=[CH:9][C:5]([C:6]([OH:8])=O)=[CH:4][CH:3]=1.[CH2:11]([O:13][C:14](=[O:33])[CH2:15][CH2:16][C:17]1[CH:22]=[CH:21][CH:20]=[C:19]([N:23]2[C:27]([NH2:28])=[CH:26][C:25]([C:29]([CH3:32])([CH3:31])[CH3:30])=[N:24]2)[CH:18]=1)[CH3:12]. The catalyst is O=S(Cl)Cl.C(Cl)Cl. The product is [CH2:11]([O:13][C:14](=[O:33])[CH2:15][CH2:16][C:17]1[CH:22]=[CH:21][CH:20]=[C:19]([N:23]2[C:27]([NH:28][C:6](=[O:8])[C:5]3[CH:4]=[CH:3][C:2]([Cl:1])=[CH:10][CH:9]=3)=[CH:26][C:25]([C:29]([CH3:32])([CH3:31])[CH3:30])=[N:24]2)[CH:18]=1)[CH3:12]. The yield is 0.640. (2) The reactants are [CH2:1]([C:3]1[NH:13][C:6]2=[N:7][C:8]([CH3:12])=[CH:9][C:10]([CH3:11])=[C:5]2[N:4]=1)[CH3:2].[OH-].[Li+].[I-].[CH:17]1[C:27]2[CH2:26][CH2:25][C:24]3[CH:28]=[CH:29][CH:30]=[CH:31][C:23]=3[NH:22][C:21]=2[CH:20]=[CH:19][C:18]=1[CH2:32][N+]1(C)CCCCC1.O. The catalyst is CN(C=O)C. The product is [CH2:1]([C:3]1[N:13]([CH2:32][C:18]2[CH:19]=[CH:20][C:21]3[NH:22][C:23]4[CH:31]=[CH:30][CH:29]=[CH:28][C:24]=4[CH2:25][CH2:26][C:27]=3[CH:17]=2)[C:6]2=[N:7][C:8]([CH3:12])=[CH:9][C:10]([CH3:11])=[C:5]2[N:4]=1)[CH3:2]. The yield is 0.460. (3) The reactants are [F:1][C:2]([F:25])([F:24])[C:3]1[CH:19]=[C:18]([C:20]([F:23])([F:22])[F:21])[CH:17]=[CH:16][C:4]=1[CH2:5][O:6][C:7]1[CH:14]=[CH:13][C:10]([CH:11]=O)=[CH:9][C:8]=1[Cl:15].[S:26]1[CH2:30][C:29](=[O:31])[NH:28][C:27]1=[O:32].N1CCCCC1. The catalyst is C(O)C. The product is [F:25][C:2]([F:1])([F:24])[C:3]1[CH:19]=[C:18]([C:20]([F:23])([F:22])[F:21])[CH:17]=[CH:16][C:4]=1[CH2:5][O:6][C:7]1[CH:14]=[CH:13][C:10](/[CH:11]=[C:30]2/[C:29](=[O:31])[NH:28][C:27](=[O:32])[S:26]/2)=[CH:9][C:8]=1[Cl:15]. The yield is 0.570. (4) The reactants are C([O:3][C:4](=O)[CH2:5][O:6][C:7]1[CH:12]=[CH:11][C:10]([F:13])=[CH:9][C:8]=1[F:14])C.C(OCC)=O.[H-].[Na+].[O-]CC.[Na+].S(O)(O)(=O)=O.[CH3:32][S:33][C:34](=[NH:36])[NH2:35].[CH3:37]SC(=N)N. The catalyst is C1COCC1.CCO. The product is [F:14][C:8]1[CH:9]=[C:10]([F:13])[CH:11]=[CH:12][C:7]=1[O:6][C:5]1[C:4]([OH:3])=[N:36][C:34]([S:33][CH3:32])=[N:35][CH:37]=1. The yield is 0.600. (5) The reactants are Br[C:2]1[CH:7]=[CH:6][C:5]([F:8])=[CH:4][N:3]=1.[CH2:9]([C:13]1[S:14][C:15]2[CH:21]=[CH:20][CH:19]=[CH:18][C:16]=2[N:17]=1)[CH2:10][C:11]#[CH:12]. No catalyst specified. The product is [F:8][C:5]1[CH:6]=[CH:7][C:2]([C:12]#[C:11][CH2:10][CH2:9][C:13]2[S:14][C:15]3[CH:21]=[CH:20][CH:19]=[CH:18][C:16]=3[N:17]=2)=[N:3][CH:4]=1. The yield is 0.470. (6) The reactants are O[C:2]1[N:3]=[C:4]2[CH:12]=[C:11](/[CH:13]=[CH:14]/[C:15]3[S:16][CH:17]=[C:18]([CH:20]([CH3:22])[CH3:21])[N:19]=3)[CH:10]=[CH:9][N:5]2[C:6](=[O:8])[CH:7]=1.CN(C)C=O.C1(C)C=CC(S(Cl)(=O)=O)=CC=1.[OH:39][CH:40]1[CH2:45][CH2:44][CH2:43][NH:42][CH2:41]1. The catalyst is O1CCCC1.CN(C)C1C=CN=CC=1. The product is [OH:39][CH:40]1[CH2:45][CH2:44][CH2:43][N:42]([C:2]2[N:3]=[C:4]3[CH:12]=[C:11](/[CH:13]=[CH:14]/[C:15]4[S:16][CH:17]=[C:18]([CH:20]([CH3:22])[CH3:21])[N:19]=4)[CH:10]=[CH:9][N:5]3[C:6](=[O:8])[CH:7]=2)[CH2:41]1. The yield is 0.680. (7) The yield is 0.540. No catalyst specified. The reactants are [Cl:1][C:2]1[N:7]=[C:6](Cl)[C:5]([Cl:9])=[CH:4][N:3]=1.[NH2:10][C:11]1[CH:12]=[CH:13][C:14]2[C:20](=[O:21])[N:19]([CH2:22][CH3:23])[CH2:18][CH2:17][N:16]([CH2:24][CH3:25])[C:15]=2[CH:26]=1.CN(C)C=O.C(=O)([O-])[O-].[K+].[K+]. The product is [Cl:1][C:2]1[N:7]=[C:6]([NH:10][C:11]2[CH:12]=[CH:13][C:14]3[C:20](=[O:21])[N:19]([CH2:22][CH3:23])[CH2:18][CH2:17][N:16]([CH2:24][CH3:25])[C:15]=3[CH:26]=2)[C:5]([Cl:9])=[CH:4][N:3]=1.